This data is from Catalyst prediction with 721,799 reactions and 888 catalyst types from USPTO. The task is: Predict which catalyst facilitates the given reaction. (1) Reactant: [CH2:1]([N:8]1[CH:12]=[C:11]([CH:13]=O)[CH:10]=[N:9]1)[C:2]1[CH:7]=[CH:6][CH:5]=[CH:4][CH:3]=1.[NH2:15][C:16]1[CH:17]=[C:18]([CH:23]2[CH2:28][CH2:27][N:26]([C:29]([O:31][C:32]([CH3:35])([CH3:34])[CH3:33])=[O:30])[CH2:25][CH2:24]2)[CH:19]=[N:20][C:21]=1[NH2:22].CCO.C(OI(C1C=CC=CC=1)OC(=O)C)(=O)C. Product: [CH2:1]([N:8]1[CH:12]=[C:11]([C:13]2[NH:22][C:21]3=[N:20][CH:19]=[C:18]([CH:23]4[CH2:28][CH2:27][N:26]([C:29]([O:31][C:32]([CH3:34])([CH3:33])[CH3:35])=[O:30])[CH2:25][CH2:24]4)[CH:17]=[C:16]3[N:15]=2)[CH:10]=[N:9]1)[C:2]1[CH:3]=[CH:4][CH:5]=[CH:6][CH:7]=1. The catalyst class is: 90. (2) Reactant: [CH3:1][C:2]([NH:11][C:12](=O)OC(C)(C)C)([CH3:10])[C:3](=O)[N:4]1[CH2:8][CH2:7][CH2:6][CH2:5]1.[H-].[H-].[H-].[H-].[Li+].[Al+3].[O-]S([O-])(=O)=O.[Na+].[Na+].[OH-].[Na+]. Product: [CH3:12][NH:11][C:2]([CH3:10])([CH3:1])[CH2:3][N:4]1[CH2:8][CH2:7][CH2:6][CH2:5]1. The catalyst class is: 116. (3) Reactant: OC1C=C(N2C3C=NC(OC)=CC=3N=C2)SC=1C(OC)=O.[OH:22][C:23]1[CH:27]=[C:26]([N:28]2[C:36]3[CH:35]=[C:34]([O:37][CH3:38])[N:33]=[CH:32][C:31]=3[N:30]=[CH:29]2)[S:25][C:24]=1[C:39]([O:41][CH3:42])=[O:40].C([O-])([O-])=O.[K+].[K+].Br[CH2:50][C:51]1[CH:56]=[CH:55][CH:54]=[CH:53][C:52]=1[C:57]([F:60])([F:59])[F:58]. Product: [CH3:38][O:37][C:34]1[N:33]=[CH:32][C:31]2[N:30]=[CH:29][N:28]([C:26]3[S:25][C:24]([C:39]([O:41][CH3:42])=[O:40])=[C:23]([O:22][CH2:50][C:51]4[CH:56]=[CH:55][CH:54]=[CH:53][C:52]=4[C:57]([F:58])([F:59])[F:60])[CH:27]=3)[C:36]=2[CH:35]=1. The catalyst class is: 9. (4) Reactant: [CH2:1]([O:3][C:4]1[C:12]([CH2:13][CH3:14])=[CH:11][CH:10]=[C:9]([NH:15][S:16]([C:19]2[CH:24]=[CH:23][CH:22]=[CH:21][C:20]=2F)(=[O:18])=[O:17])[C:5]=1[C:6]([OH:8])=[O:7])[CH3:2].C(N(CC)CC)C.[CH3:33][N:34]1[CH2:38][CH2:37][CH2:36][CH:35]1[CH2:39][CH2:40][NH2:41]. Product: [CH2:1]([O:3][C:4]1[C:12]([CH2:13][CH3:14])=[CH:11][CH:10]=[C:9]([NH:15][S:16]([C:19]2[CH:24]=[CH:23][CH:22]=[CH:21][C:20]=2[NH:41][CH2:40][CH2:39][CH:35]2[CH2:36][CH2:37][CH2:38][N:34]2[CH3:33])(=[O:18])=[O:17])[C:5]=1[C:6]([OH:8])=[O:7])[CH3:2]. The catalyst class is: 10. (5) Reactant: [C:1]([C:5]1[CH:15]=[CH:14][CH:13]=[CH:12][C:6]=1[O:7][CH:8]1[CH2:11][NH:10][CH2:9]1)([CH3:4])([CH3:3])[CH3:2].[C:16]([O:22][CH2:23][CH3:24])(=[O:21])[CH2:17][C:18](O)=[O:19].CCN=C=NCCCN(C)C.C1C=CC2N(O)N=NC=2C=1. Product: [C:1]([C:5]1[CH:15]=[CH:14][CH:13]=[CH:12][C:6]=1[O:7][CH:8]1[CH2:9][N:10]([C:18](=[O:19])[CH2:17][C:16]([O:22][CH2:23][CH3:24])=[O:21])[CH2:11]1)([CH3:4])([CH3:2])[CH3:3]. The catalyst class is: 2. (6) Reactant: CC1C=CC(S(OCC2CC3C=CC=C(C4C=CC(OC)=CC=4OC)C=3O2)(=O)=O)=CC=1.[N-]=[N+]=[N-].[Na+].N(CC1CC2C=C(Cl)C=C(C3C=CSC=3)C=2O1)=[N+]=[N-].[N:55]([CH2:58][CH:59]1[CH2:63][C:62]2[CH:64]=[CH:65][CH:66]=[C:67]([C:68]3[CH:73]=[CH:72][C:71]([O:74][CH3:75])=[CH:70][C:69]=3[O:76][CH3:77])[C:61]=2[O:60]1)=[N+]=[N-].[N-]=[N+]=[N-]. Product: [CH3:77][O:76][C:69]1[CH:70]=[C:71]([O:74][CH3:75])[CH:72]=[CH:73][C:68]=1[C:67]1[C:61]2[O:60][CH:59]([CH2:58][NH2:55])[CH2:63][C:62]=2[CH:64]=[CH:65][CH:66]=1. The catalyst class is: 45.